Predict the reactants needed to synthesize the given product. From a dataset of Full USPTO retrosynthesis dataset with 1.9M reactions from patents (1976-2016). (1) Given the product [CH3:1][C:2]1[C:6]([C:7]([O:9][CH3:10])=[O:8])=[CH:5][N:4]([CH:12]([C:14]2[CH:19]=[CH:18][CH:17]=[CH:16][CH:15]=2)[CH3:13])[N:3]=1.[CH3:1][C:2]1[N:3]([CH:12]([C:14]2[CH:19]=[CH:18][CH:17]=[CH:16][CH:15]=2)[CH3:13])[N:4]=[CH:5][C:6]=1[C:7]([O:9][CH3:10])=[O:8], predict the reactants needed to synthesize it. The reactants are: [CH3:1][C:2]1[C:6]([C:7]([O:9][CH3:10])=[O:8])=[CH:5][NH:4][N:3]=1.Br[CH:12]([C:14]1[CH:19]=[CH:18][CH:17]=[CH:16][CH:15]=1)[CH3:13].C(=O)([O-])[O-].[K+].[K+]. (2) Given the product [CH2:1]([O:5][C:6]1[CH:14]=[CH:13][C:9]([C:10]([NH:15][C:16]2[CH:17]=[CH:18][C:19]([C:22](=[O:29])[CH2:23][CH2:24][C:25]([OH:27])=[O:26])=[CH:20][CH:21]=2)=[O:11])=[CH:8][CH:7]=1)[CH2:2][CH2:3][CH3:4], predict the reactants needed to synthesize it. The reactants are: [CH2:1]([O:5][C:6]1[CH:14]=[CH:13][C:9]([C:10](Cl)=[O:11])=[CH:8][CH:7]=1)[CH2:2][CH2:3][CH3:4].[NH2:15][C:16]1[CH:21]=[CH:20][C:19]([C:22](=[O:29])[CH2:23][CH2:24][C:25]([O:27]C)=[O:26])=[CH:18][CH:17]=1.